This data is from Peptide-MHC class I binding affinity with 185,985 pairs from IEDB/IMGT. The task is: Regression. Given a peptide amino acid sequence and an MHC pseudo amino acid sequence, predict their binding affinity value. This is MHC class I binding data. (1) The peptide sequence is PPFGESNIV. The MHC is HLA-B51:01 with pseudo-sequence HLA-B51:01. The binding affinity (normalized) is 0.308. (2) The peptide sequence is DEVVYTHGA. The MHC is HLA-A02:16 with pseudo-sequence HLA-A02:16. The binding affinity (normalized) is 0.0847. (3) The peptide sequence is KVRDRNFQL. The MHC is HLA-A03:01 with pseudo-sequence HLA-A03:01. The binding affinity (normalized) is 0.0847. (4) The peptide sequence is RILQRALFM. The MHC is Mamu-A01 with pseudo-sequence Mamu-A01. The binding affinity (normalized) is 0.331. (5) The peptide sequence is MIWDPNGW. The MHC is HLA-A23:01 with pseudo-sequence HLA-A23:01. The binding affinity (normalized) is 0.0299. (6) The peptide sequence is LNSWGCAF. The MHC is Mamu-A02 with pseudo-sequence Mamu-A02. The binding affinity (normalized) is 0.